The task is: Predict the product of the given reaction.. This data is from Forward reaction prediction with 1.9M reactions from USPTO patents (1976-2016). (1) Given the reactants [OH:1][CH2:2][CH2:3][CH2:4][CH2:5][CH2:6][CH2:7][CH2:8][C:9]1[CH:15]=[CH:14][C:12]([NH2:13])=[CH:11][CH:10]=1.CCN(CC)CC.Cl[C:24]1[C:25]2[C:30]([N:31]=[C:32]3[C:37]=1[CH:36]=[CH:35][CH:34]=[CH:33]3)=[CH:29][CH:28]=[CH:27][CH:26]=2, predict the reaction product. The product is: [CH:26]1[C:25]2[C:30](=[N:31][C:32]3[C:37]([C:24]=2[NH:13][C:12]2[CH:11]=[CH:10][C:9]([CH2:8][CH2:7][CH2:6][CH2:5][CH2:4][CH2:3][CH2:2][OH:1])=[CH:15][CH:14]=2)=[CH:36][CH:35]=[CH:34][CH:33]=3)[CH:29]=[CH:28][CH:27]=1. (2) Given the reactants [CH2:1]([O:3][C:4](=[O:14])/[CH:5]=[CH:6]/[C:7]1[CH:12]=[CH:11][C:10](Br)=[CH:9][CH:8]=1)[CH3:2].[CH:15]([C:18]1[CH:19]=[CH:20][C:21]([O:27][CH3:28])=[C:22](B(O)O)[CH:23]=1)([CH3:17])[CH3:16], predict the reaction product. The product is: [CH2:1]([O:3][C:4](=[O:14])/[CH:5]=[CH:6]/[C:7]1[CH:12]=[CH:11][C:10]([C:22]2[CH:23]=[C:18]([CH:15]([CH3:17])[CH3:16])[CH:19]=[CH:20][C:21]=2[O:27][CH3:28])=[CH:9][CH:8]=1)[CH3:2].